From a dataset of Peptide-MHC class I binding affinity with 185,985 pairs from IEDB/IMGT. Regression. Given a peptide amino acid sequence and an MHC pseudo amino acid sequence, predict their binding affinity value. This is MHC class I binding data. (1) The peptide sequence is LLLPSTDVNK. The MHC is HLA-A03:01 with pseudo-sequence HLA-A03:01. The binding affinity (normalized) is 0.657. (2) The peptide sequence is RPMTYKAAV. The MHC is HLA-B18:01 with pseudo-sequence HLA-B18:01. The binding affinity (normalized) is 0. (3) The peptide sequence is SLSVSLVLV. The MHC is HLA-A02:03 with pseudo-sequence HLA-A02:03. The binding affinity (normalized) is 0.942. (4) The peptide sequence is LQSLENVAY. The MHC is HLA-B07:02 with pseudo-sequence HLA-B07:02. The binding affinity (normalized) is 0.0847. (5) The peptide sequence is FMKSRVYSI. The MHC is HLA-B35:01 with pseudo-sequence HLA-B35:01. The binding affinity (normalized) is 0.0847. (6) The peptide sequence is ACMVNLERL. The MHC is H-2-Kb with pseudo-sequence H-2-Kb. The binding affinity (normalized) is 0.575.